Dataset: Reaction yield outcomes from USPTO patents with 853,638 reactions. Task: Predict the reaction yield, written as a fraction of the theoretical maximum amount of product (1.0 means a 100% yield; for example, 0.34 means a 34% yield). The reactants are [CH2:1]([N:4]([CH2:17][C:18]([O:20]CC)=[O:19])[NH:5][C:6](=[O:16])[NH:7][C@H:8]([C:10]1[CH:15]=[CH:14][CH:13]=[CH:12][CH:11]=1)[CH3:9])[CH:2]=[CH2:3].O.[OH-].[Li+]. No catalyst specified. The product is [CH2:1]([N:4]([CH2:17][C:18]([OH:20])=[O:19])[NH:5][C:6](=[O:16])[NH:7][C@H:8]([C:10]1[CH:15]=[CH:14][CH:13]=[CH:12][CH:11]=1)[CH3:9])[CH:2]=[CH2:3]. The yield is 0.940.